This data is from Reaction yield outcomes from USPTO patents with 853,638 reactions. The task is: Predict the reaction yield, written as a fraction of the theoretical maximum amount of product (1.0 means a 100% yield; for example, 0.34 means a 34% yield). (1) The reactants are [CH2:1]([O:8][C@@H:9]1[C@H:16]2[C@H:12]([O:13]C(C)(C)[O:15]2)[C@@H:11]([CH2:19][O:20]C(C)(C)C)[C:10]1=[CH2:25])[C:2]1[CH:7]=[CH:6][CH:5]=[CH:4][CH:3]=1.Cl.C([O-])(O)=O.[Na+]. The catalyst is CO. The product is [CH2:1]([O:8][C@H:9]1[C:10](=[CH2:25])[C@H:11]([CH2:19][OH:20])[C@H:12]([OH:13])[C@@H:16]1[OH:15])[C:2]1[CH:3]=[CH:4][CH:5]=[CH:6][CH:7]=1. The yield is 0.850. (2) The reactants are [F:1][C:2]1[C:3]2[N:4]([CH:12]=[CH:13][N:14]=2)[CH:5]=[CH:6][C:7]=1[C:8]([OH:11])([CH3:10])[CH3:9].Br[C:16]1[CH:17]=[CH:18][C:19]([F:28])=[C:20]([N:22]2[CH2:26][CH2:25][CH2:24][C:23]2=[O:27])[CH:21]=1. No catalyst specified. The product is [F:28][C:19]1[CH:18]=[CH:17][C:16]([C:12]2[N:4]3[CH:5]=[CH:6][C:7]([C:8]([OH:11])([CH3:10])[CH3:9])=[C:2]([F:1])[C:3]3=[N:14][CH:13]=2)=[CH:21][C:20]=1[N:22]1[CH2:26][CH2:25][CH2:24][C:23]1=[O:27]. The yield is 0.310. (3) The reactants are [CH2:1]([NH:3][C:4](=[O:11])[NH:5]OCC(O)=O)[CH3:2].[NH2:12][C@@H:13]([CH2:37][C:38]1[CH:43]=[CH:42][CH:41]=[CH:40][CH:39]=1)[C:14]([N:16]([C@@H:28]([CH3:36])[CH:29]([O:33][CH2:34][CH3:35])[O:30][CH2:31][CH3:32])[CH2:17][C:18]1[C:27]2[C:22](=[CH:23][CH:24]=[CH:25][CH:26]=2)[CH:21]=[CH:20][CH:19]=1)=[O:15]. No catalyst specified. The product is [CH2:31]([O:30][CH:29]([O:33][CH2:34][CH3:35])[C@@H:28]([N:16]([CH2:17][C:18]1[C:27]2[C:22](=[CH:23][CH:24]=[CH:25][CH:26]=2)[CH:21]=[CH:20][CH:19]=1)[C:14](=[O:15])[C@@H:13]([NH:12][C:29](=[O:30])[CH2:28][N:16]([CH3:14])[NH:5][C:4]([NH:3][CH2:1][CH3:2])=[O:11])[CH2:37][C:38]1[CH:39]=[CH:40][CH:41]=[CH:42][CH:43]=1)[CH3:36])[CH3:32]. The yield is 0.270. (4) The product is [NH2:20][C:19]1[C:10]([C:8]([C:7]2[CH:6]=[CH:5][N:4]=[CH:3][C:2]=2[F:1])=[O:9])=[CH:11][CH:12]=[C:13]2[C:18]=1[N:17]=[CH:16][CH:15]=[CH:14]2. The catalyst is C1COCC1.[Pd]. The reactants are [F:1][C:2]1[CH:3]=[N:4][CH:5]=[CH:6][C:7]=1[C:8]([C:10]1[C:19]([N+:20]([O-])=O)=[C:18]2[C:13]([CH:14]=[CH:15][CH:16]=[N:17]2)=[CH:12][CH:11]=1)=[O:9]. The yield is 0.670.